This data is from NCI-60 drug combinations with 297,098 pairs across 59 cell lines. The task is: Regression. Given two drug SMILES strings and cell line genomic features, predict the synergy score measuring deviation from expected non-interaction effect. (1) Drug 1: CC1CCC2CC(C(=CC=CC=CC(CC(C(=O)C(C(C(=CC(C(=O)CC(OC(=O)C3CCCCN3C(=O)C(=O)C1(O2)O)C(C)CC4CCC(C(C4)OC)O)C)C)O)OC)C)C)C)OC. Drug 2: CC1=C(N=C(N=C1N)C(CC(=O)N)NCC(C(=O)N)N)C(=O)NC(C(C2=CN=CN2)OC3C(C(C(C(O3)CO)O)O)OC4C(C(C(C(O4)CO)O)OC(=O)N)O)C(=O)NC(C)C(C(C)C(=O)NC(C(C)O)C(=O)NCCC5=NC(=CS5)C6=NC(=CS6)C(=O)NCCC[S+](C)C)O. Cell line: SNB-75. Synergy scores: CSS=21.0, Synergy_ZIP=-6.36, Synergy_Bliss=-1.94, Synergy_Loewe=1.24, Synergy_HSA=1.40. (2) Drug 1: COC1=C(C=C2C(=C1)N=CN=C2NC3=CC(=C(C=C3)F)Cl)OCCCN4CCOCC4. Drug 2: CCC1(CC2CC(C3=C(CCN(C2)C1)C4=CC=CC=C4N3)(C5=C(C=C6C(=C5)C78CCN9C7C(C=CC9)(C(C(C8N6C=O)(C(=O)OC)O)OC(=O)C)CC)OC)C(=O)OC)O.OS(=O)(=O)O. Cell line: KM12. Synergy scores: CSS=46.3, Synergy_ZIP=-6.68, Synergy_Bliss=-5.27, Synergy_Loewe=3.89, Synergy_HSA=4.57. (3) Drug 1: CNC(=O)C1=NC=CC(=C1)OC2=CC=C(C=C2)NC(=O)NC3=CC(=C(C=C3)Cl)C(F)(F)F. Drug 2: CC(C)(C#N)C1=CC(=CC(=C1)CN2C=NC=N2)C(C)(C)C#N. Cell line: BT-549. Synergy scores: CSS=-4.15, Synergy_ZIP=-0.0867, Synergy_Bliss=-4.30, Synergy_Loewe=-10.6, Synergy_HSA=-9.54. (4) Drug 1: CC1=C2C(C(=O)C3(C(CC4C(C3C(C(C2(C)C)(CC1OC(=O)C(C(C5=CC=CC=C5)NC(=O)C6=CC=CC=C6)O)O)OC(=O)C7=CC=CC=C7)(CO4)OC(=O)C)O)C)OC(=O)C. Drug 2: CC1CCC2CC(C(=CC=CC=CC(CC(C(=O)C(C(C(=CC(C(=O)CC(OC(=O)C3CCCCN3C(=O)C(=O)C1(O2)O)C(C)CC4CCC(C(C4)OC)OCCO)C)C)O)OC)C)C)C)OC. Cell line: SK-MEL-5. Synergy scores: CSS=23.9, Synergy_ZIP=9.89, Synergy_Bliss=10.8, Synergy_Loewe=9.50, Synergy_HSA=10.3.